This data is from Catalyst prediction with 721,799 reactions and 888 catalyst types from USPTO. The task is: Predict which catalyst facilitates the given reaction. (1) Product: [NH:1]([C:54]([O:56][CH2:57][CH:58]1[C:59]2[C:64](=[CH:63][CH:62]=[CH:61][CH:60]=2)[C:65]2[C:70]1=[CH:69][CH:68]=[CH:67][CH:66]=2)=[O:55])[C@H:2]([C:24]([O:26][CH3:27])=[O:25])[CH2:3][S:4][C:5]([C:12]1[CH:13]=[CH:14][CH:15]=[CH:16][CH:17]=1)([C:6]1[CH:7]=[CH:8][CH:9]=[CH:10][CH:11]=1)[C:18]1[CH:23]=[CH:22][CH:21]=[CH:20][CH:19]=1. Reactant: [NH2:1][C@H:2]([C:24]([O:26][CH3:27])=[O:25])[CH2:3][S:4][C:5]([C:18]1[CH:23]=[CH:22][CH:21]=[CH:20][CH:19]=1)([C:12]1[CH:17]=[CH:16][CH:15]=[CH:14][CH:13]=1)[C:6]1[CH:11]=[CH:10][CH:9]=[CH:8][CH:7]=1.N([C:54]([O:56][CH2:57][CH:58]1[C:70]2[C:65](=[CH:66][CH:67]=[CH:68][CH:69]=2)[C:64]2[C:59]1=[CH:60][CH:61]=[CH:62][CH:63]=2)=[O:55])[C@H](C(O)=O)CSC(C1C=CC=CC=1)(C1C=CC=CC=1)C1C=CC=CC=1.S(=O)(=O)(O)O. The catalyst class is: 5. (2) Reactant: FC(F)(F)C(O)=O.[CH2:8]([CH:15]1[CH:19]([CH2:20][CH2:21][CH3:22])[CH2:18][N:17](C(OC(C)(C)C)=O)[C:16]1=[O:30])[C:9]1[CH:14]=[CH:13][CH:12]=[CH:11][CH:10]=1.C(=O)([O-])O.[Na+].C(OCC)(=O)C. Product: [CH2:8]([CH:15]1[CH:19]([CH2:20][CH2:21][CH3:22])[CH2:18][NH:17][C:16]1=[O:30])[C:9]1[CH:14]=[CH:13][CH:12]=[CH:11][CH:10]=1. The catalyst class is: 2. (3) Reactant: [NH2:1][C:2]1[C:3]([NH:13][CH2:14][CH2:15][CH2:16][Cl:17])=[C:4]([CH:9]=[CH:10][C:11]=1[Cl:12])[C:5]([O:7][CH3:8])=[O:6].[N:18]([C:21]1[C:22]([CH3:30])=[N:23][C:24]([O:28][CH3:29])=[N:25][C:26]=1[CH3:27])=[C:19]=S.C(=O)([O-])O.[Na+].Cl.C(N=C=NCCCN(C)C)C.C(N(CC)CC)C. Product: [Cl:12][C:11]1[C:2]2[N:1]=[C:19]([NH:18][C:21]3[C:26]([CH3:27])=[N:25][C:24]([O:28][CH3:29])=[N:23][C:22]=3[CH3:30])[N:13]([CH2:14][CH2:15][CH2:16][Cl:17])[C:3]=2[C:4]([C:5]([O:7][CH3:8])=[O:6])=[CH:9][CH:10]=1. The catalyst class is: 30. (4) Reactant: [Br:1][C:2]1[CH:7]=[CH:6][C:5]([S:8](Cl)(=[O:10])=[O:9])=[C:4]([F:12])[CH:3]=1.[CH2:13]([NH:15][CH2:16][CH3:17])[CH3:14]. Product: [Br:1][C:2]1[CH:7]=[CH:6][C:5]([S:8]([N:15]([CH2:16][CH3:17])[CH2:13][CH3:14])(=[O:10])=[O:9])=[C:4]([F:12])[CH:3]=1. The catalyst class is: 4. (5) Reactant: [I:1][C:2]1[CH:7]=[CH:6][C:5]([O:8][CH3:9])=[CH:4][C:3]=1[S:10][C:11]1[N:12]([CH2:21][CH2:22][NH:23][CH2:24][CH:25]([CH3:27])[CH3:26])[C:13]2[C:18]([N:19]=1)=[C:17]([NH2:20])[N:16]=[CH:15][N:14]=2.[CH3:28][C:29](OC(C)=O)=[O:30]. Product: [NH2:20][C:17]1[N:16]=[CH:15][N:14]=[C:13]2[C:18]=1[N:19]=[C:11]([S:10][C:3]1[CH:4]=[C:5]([O:8][CH3:9])[CH:6]=[CH:7][C:2]=1[I:1])[N:12]2[CH2:21][CH2:22][N:23]([CH2:24][CH:25]([CH3:27])[CH3:26])[C:29](=[O:30])[CH3:28]. The catalyst class is: 26.